This data is from Forward reaction prediction with 1.9M reactions from USPTO patents (1976-2016). The task is: Predict the product of the given reaction. (1) Given the reactants [Cl:1][C:2]1[CH:3]=[C:4]([C:16]([NH:18][C@H:19]([C:21]2[CH:29]=[CH:28][C:24]([C:25]([OH:27])=O)=[CH:23][CH:22]=2)[CH3:20])=[O:17])[C:5]([O:8][C:9]2[CH:14]=[CH:13][C:12]([F:15])=[CH:11][CH:10]=2)=[N:6][CH:7]=1.[CH3:30][C:31]1[CH:32]=[C:33]([S:37]([NH2:40])(=[O:39])=[O:38])[CH:34]=[CH:35][CH:36]=1, predict the reaction product. The product is: [Cl:1][C:2]1[CH:7]=[N:6][C:5]([O:8][C:9]2[CH:10]=[CH:11][C:12]([F:15])=[CH:13][CH:14]=2)=[C:4]([CH:3]=1)[C:16]([NH:18][C@H:19]([C:21]1[CH:22]=[CH:23][C:24]([C:25]([NH:40][S:37]([C:33]2[CH:34]=[CH:35][CH:36]=[C:31]([CH3:30])[CH:32]=2)(=[O:38])=[O:39])=[O:27])=[CH:28][CH:29]=1)[CH3:20])=[O:17]. (2) Given the reactants Cl[C:2]([O:4][CH:5]([CH3:7])[CH3:6])=[O:3].Cl.[CH3:9][N:10]1[CH2:15][CH2:14][N:13]([C:16]2[CH:21]=[C:20]([C:22]3[CH:31]=[C:30]4[C:25]([CH2:26][CH2:27][N:28]([C:32](=[O:39])[CH2:33][CH:34]5[CH2:38][CH2:37][NH:36][CH2:35]5)[CH2:29]4)=[CH:24][CH:23]=3)[N:19]=[C:18]([NH2:40])[N:17]=2)[CH2:12][CH2:11]1, predict the reaction product. The product is: [NH2:40][C:18]1[N:19]=[C:20]([C:22]2[CH:31]=[C:30]3[C:25]([CH2:26][CH2:27][N:28]([C:32](=[O:39])[CH2:33][CH:34]4[CH2:38][CH2:37][N:36]([C:2]([O:4][CH:5]([CH3:7])[CH3:6])=[O:3])[CH2:35]4)[CH2:29]3)=[CH:24][CH:23]=2)[CH:21]=[C:16]([N:13]2[CH2:12][CH2:11][N:10]([CH3:9])[CH2:15][CH2:14]2)[N:17]=1. (3) Given the reactants [NH2:1][C:2]1[CH:7]=[C:6]([CH3:8])[CH:5]=[CH:4][N:3]=1.[CH3:9][O:10][C:11]1[CH:12]=[C:13]([CH:18]=[CH:19][C:20]=1[O:21][CH3:22])[C:14](=O)[CH2:15]Br, predict the reaction product. The product is: [CH3:9][O:10][C:11]1[CH:12]=[C:13]([C:14]2[N:1]=[C:2]3[CH:7]=[C:6]([CH3:8])[CH:5]=[CH:4][N:3]3[CH:15]=2)[CH:18]=[CH:19][C:20]=1[O:21][CH3:22]. (4) Given the reactants [ClH:1].[CH:2]1([CH2:5][N:6]([C:14]2[C:15]([CH2:24][CH3:25])=[N:16][N:17]3[C:22]([I:23])=[CH:21][CH:20]=[CH:19][C:18]=23)[CH2:7][CH:8]2[CH2:13][CH2:12][O:11][CH2:10][CH2:9]2)[CH2:4][CH2:3]1, predict the reaction product. The product is: [ClH:1].[CH:2]1([CH2:5][N:6]([C:14]2[C:15]([CH2:24][CH3:25])=[N:16][N:17]3[C:22]([I:23])=[CH:21][CH:20]=[CH:19][C:18]=23)[CH2:7][CH:8]2[CH2:13][CH2:12][O:11][CH2:10][CH2:9]2)[CH2:4][CH2:3]1. (5) Given the reactants [C:1]1(P(C2C=CC=CC=2)C2C=CC=CC=2)[CH:6]=CC=C[CH:2]=1.C(O)C=C.[C:24]([O:28][C:29](=[O:57])[CH:30]([NH:45][S:46]([C:49]1[CH:54]=[CH:53][C:52]([O:55][CH3:56])=[CH:51][CH:50]=1)(=[O:48])=[O:47])[CH:31]([CH2:42][CH:43]=[CH2:44])[C:32]([O:34][CH2:35][C:36]1[CH:41]=[CH:40][CH:39]=[CH:38][CH:37]=1)=[O:33])([CH3:27])([CH3:26])[CH3:25], predict the reaction product. The product is: [C:24]([O:28][C:29](=[O:57])[CH:30]([N:45]([CH2:6][CH:1]=[CH2:2])[S:46]([C:49]1[CH:50]=[CH:51][C:52]([O:55][CH3:56])=[CH:53][CH:54]=1)(=[O:48])=[O:47])[CH:31]([CH2:42][CH:43]=[CH2:44])[C:32]([O:34][CH2:35][C:36]1[CH:41]=[CH:40][CH:39]=[CH:38][CH:37]=1)=[O:33])([CH3:27])([CH3:25])[CH3:26]. (6) Given the reactants [OH-].[Na+:2].[N:3]1([C:9]2[N:10]=[C:11]([CH2:16][C:17]([O:19]CC)=[O:18])[NH:12][C:13](=[O:15])[CH:14]=2)[CH2:8][CH2:7][O:6][CH2:5][CH2:4]1, predict the reaction product. The product is: [N:3]1([C:9]2[N:10]=[C:11]([CH2:16][C:17]([O-:19])=[O:18])[NH:12][C:13](=[O:15])[CH:14]=2)[CH2:4][CH2:5][O:6][CH2:7][CH2:8]1.[Na+:2].